This data is from Forward reaction prediction with 1.9M reactions from USPTO patents (1976-2016). The task is: Predict the product of the given reaction. (1) Given the reactants CO[C:3]([C@H:5]1[CH2:10][CH2:9][CH2:8][CH2:7][C@H:6]1[N:11]([CH2:32][C:33]1[CH:38]=[CH:37][C:36]([F:39])=[CH:35][CH:34]=1)[C:12](=[O:31])[CH2:13][C:14]1[NH:19][C:18]2[CH:20]=[CH:21][C:22]([NH:24][S:25]([CH3:28])(=[O:27])=[O:26])=[CH:23][C:17]=2[S:16](=[O:30])(=[O:29])[N:15]=1)=[O:4].[O-]CC.[Na+], predict the reaction product. The product is: [F:39][C:36]1[CH:35]=[CH:34][C:33]([CH2:32][N:11]2[C@H:6]3[C@H:5]([CH2:10][CH2:9][CH2:8][CH2:7]3)[C:3]([OH:4])=[C:13]([C:14]3[NH:19][C:18]4[CH:20]=[CH:21][C:22]([NH:24][S:25]([CH3:28])(=[O:26])=[O:27])=[CH:23][C:17]=4[S:16](=[O:30])(=[O:29])[N:15]=3)[C:12]2=[O:31])=[CH:38][CH:37]=1. (2) Given the reactants Br[C:2]1[CH:7]=[CH:6][C:5]([S:8]([NH:11][CH2:12][CH:13]2[CH2:15][CH2:14]2)(=[O:10])=[O:9])=[C:4]([C:16]([F:19])([F:18])[F:17])[CH:3]=1.C1C=CC(P(C2C(C3C(P(C4C=CC=CC=4)C4C=CC=CC=4)=CC=C4C=3C=CC=C4)=C3C(C=CC=C3)=CC=2)C2C=CC=CC=2)=CC=1.C(=O)([O-])[O-].[Cs+].[Cs+].[NH2:72][C:73]1[CH:81]=[C:80]2[C:76]([CH2:77][CH2:78][N:79]2[C:82](=[O:84])[CH3:83])=[CH:75][CH:74]=1, predict the reaction product. The product is: [C:82]([N:79]1[C:80]2[C:76](=[CH:75][CH:74]=[C:73]([NH:72][C:2]3[CH:7]=[CH:6][C:5]([S:8]([NH:11][CH2:12][CH:13]4[CH2:15][CH2:14]4)(=[O:10])=[O:9])=[C:4]([C:16]([F:19])([F:18])[F:17])[CH:3]=3)[CH:81]=2)[CH2:77][CH2:78]1)(=[O:84])[CH3:83]. (3) Given the reactants Cl.C(N)C.[CH:5]1[N:9]=[CH:8][N:7]([C:10]([N:12]2C=N[CH:14]=[CH:13]2)=[O:11])[CH:6]=1, predict the reaction product. The product is: [CH2:13]([NH:12][C:10]([N:7]1[CH:6]=[CH:5][N:9]=[CH:8]1)=[O:11])[CH3:14].